From a dataset of Full USPTO retrosynthesis dataset with 1.9M reactions from patents (1976-2016). Predict the reactants needed to synthesize the given product. (1) Given the product [CH3:1][S:2]([C:5]1[CH:6]=[CH:7][C:8]([O:14][CH:15]([CH3:20])[C:16]([F:19])([F:18])[F:17])=[C:9]([CH:13]=1)[C:10]([N:24]1[CH2:25][CH2:26][N:21]([C:27]2[S:28][C:29]([C:32]#[N:33])=[CH:30][N:31]=2)[CH2:22][CH2:23]1)=[O:12])(=[O:3])=[O:4], predict the reactants needed to synthesize it. The reactants are: [CH3:1][S:2]([C:5]1[CH:6]=[CH:7][C:8]([O:14][CH:15]([CH3:20])[C:16]([F:19])([F:18])[F:17])=[C:9]([CH:13]=1)[C:10]([OH:12])=O)(=[O:4])=[O:3].[N:21]1([C:27]2[S:28][C:29]([C:32]#[N:33])=[CH:30][N:31]=2)[CH2:26][CH2:25][NH:24][CH2:23][CH2:22]1. (2) Given the product [Br:1][C:2]1[CH:10]=[C:9]2[C:5]([C:6]([CH2:11][N:12]([CH3:20])[C:13](=[O:19])[O:14][C:15]([CH3:16])([CH3:17])[CH3:18])=[CH:7][N:8]2[S:30]([C:26]2[CH:27]=[CH:28][CH:29]=[C:24]([F:23])[CH:25]=2)(=[O:32])=[O:31])=[CH:4][CH:3]=1, predict the reactants needed to synthesize it. The reactants are: [Br:1][C:2]1[CH:10]=[C:9]2[C:5]([C:6]([CH2:11][N:12]([CH3:20])[C:13](=[O:19])[O:14][C:15]([CH3:18])([CH3:17])[CH3:16])=[CH:7][NH:8]2)=[CH:4][CH:3]=1.[H-].[Na+].[F:23][C:24]1[CH:25]=[C:26]([S:30](Cl)(=[O:32])=[O:31])[CH:27]=[CH:28][CH:29]=1.[Cl-].[NH4+]. (3) Given the product [CH2:14]([O:13][C:11](=[O:12])[C:10]([NH:16][C:17](=[O:18])[CH3:19])([CH2:31][CH2:30][CH2:29][C:26]1[CH:27]=[CH:28][C:23]([N+:20]([O-:22])=[O:21])=[CH:24][CH:25]=1)[C:8]([O:7][CH2:6][CH3:5])=[O:9])[CH3:15], predict the reactants needed to synthesize it. The reactants are: CC[O-].[Na+].[CH3:5][CH2:6][O:7][C:8]([CH:10]([NH:16][C:17]([CH3:19])=[O:18])[C:11]([O:13][CH2:14][CH3:15])=[O:12])=[O:9].[N+:20]([C:23]1[CH:28]=[CH:27][C:26]([CH2:29][CH2:30][CH2:31]Br)=[CH:25][CH:24]=1)([O-:22])=[O:21]. (4) Given the product [O:1]=[C:2]1[NH:7][C:6]2[CH:8]=[C:9]([C:12]3[CH:15]([C:16]4[CH:21]=[CH:20][CH:19]=[CH:18][CH:17]=4)[S:30][C:23]([CH2:24][CH2:25][C:26]([O:28][CH3:29])=[O:27])=[N:22][CH:13]=3)[CH:10]=[CH:11][C:5]=2[O:4][CH2:3]1, predict the reactants needed to synthesize it. The reactants are: [O:1]=[C:2]1[NH:7][C:6]2[CH:8]=[C:9]([C:12](=[CH:15][C:16]3[CH:21]=[CH:20][CH:19]=[CH:18][CH:17]=3)[CH:13]=O)[CH:10]=[CH:11][C:5]=2[O:4][CH2:3]1.[NH2:22][C:23](=[S:30])[CH2:24][CH2:25][C:26]([O:28][CH3:29])=[O:27].Cl.CO. (5) Given the product [CH2:1]([C:4]1[CH:5]=[CH:6][C:7]([S:15]([C:18]2[CH:23]=[CH:22][C:21]([CH2:24][C@H:25]([NH:27][C:28](=[O:33])[C:29]([F:30])([F:31])[F:32])[CH3:26])=[CH:20][CH:19]=2)(=[O:17])=[O:16])=[C:8]([CH:14]=1)[C:9]([O:11][CH2:12][CH3:13])=[O:10])[CH2:2][CH3:3], predict the reactants needed to synthesize it. The reactants are: [CH2:1]([C:4]1[CH:5]=[CH:6][C:7]([S:15]([C:18]2[CH:23]=[CH:22][C:21]([CH2:24][C@H:25]([NH:27][C:28](=[O:33])[C:29]([F:32])([F:31])[F:30])[CH3:26])=[CH:20][CH:19]=2)(=[O:17])=[O:16])=[C:8]([CH:14]=1)[C:9]([O:11][CH2:12][CH3:13])=[O:10])[CH:2]=[CH2:3].[H][H]. (6) The reactants are: [OH:1][C:2]1[CH:3]=[C:4]2[C:8](=[CH:9][CH:10]=1)[N:7]([CH2:11][C:12]1[CH:13]=[C:14]([CH:19]=[CH:20][CH:21]=1)[C:15]([O:17][CH3:18])=[O:16])[CH:6]=[CH:5]2.[CH3:22][CH:23]([C:25]1[O:29][N:28]=[C:27]([C:30]2[CH:35]=[CH:34][CH:33]=[CH:32][C:31]=2[O:36][C:37]([F:40])([F:39])[F:38])[C:26]=1[CH2:41]O)[CH3:24].C1(P(C2C=CC=CC=2)C2C=CC=CC=2)C=CC=CC=1.N(C(OC(C)C)=O)=NC(OC(C)C)=O. Given the product [CH3:24][CH:23]([C:25]1[O:29][N:28]=[C:27]([C:30]2[CH:35]=[CH:34][CH:33]=[CH:32][C:31]=2[O:36][C:37]([F:38])([F:40])[F:39])[C:26]=1[CH2:41][O:1][C:2]1[CH:3]=[C:4]2[C:8](=[CH:9][CH:10]=1)[N:7]([CH2:11][C:12]1[CH:13]=[C:14]([CH:19]=[CH:20][CH:21]=1)[C:15]([O:17][CH3:18])=[O:16])[CH:6]=[CH:5]2)[CH3:22], predict the reactants needed to synthesize it.